This data is from NCI-60 drug combinations with 297,098 pairs across 59 cell lines. The task is: Regression. Given two drug SMILES strings and cell line genomic features, predict the synergy score measuring deviation from expected non-interaction effect. (1) Drug 1: CN1C2=C(C=C(C=C2)N(CCCl)CCCl)N=C1CCCC(=O)O.Cl. Drug 2: CC1=C(C=C(C=C1)C(=O)NC2=CC(=CC(=C2)C(F)(F)F)N3C=C(N=C3)C)NC4=NC=CC(=N4)C5=CN=CC=C5. Cell line: TK-10. Synergy scores: CSS=-3.94, Synergy_ZIP=2.99, Synergy_Bliss=-5.14, Synergy_Loewe=-1.30, Synergy_HSA=-3.35. (2) Drug 1: CC1C(C(CC(O1)OC2CC(CC3=C2C(=C4C(=C3O)C(=O)C5=C(C4=O)C(=CC=C5)OC)O)(C(=O)CO)O)N)O.Cl. Drug 2: CC(C)CN1C=NC2=C1C3=CC=CC=C3N=C2N. Cell line: HCC-2998. Synergy scores: CSS=28.6, Synergy_ZIP=-6.03, Synergy_Bliss=-4.52, Synergy_Loewe=-6.19, Synergy_HSA=-5.18. (3) Drug 1: CC(C1=C(C=CC(=C1Cl)F)Cl)OC2=C(N=CC(=C2)C3=CN(N=C3)C4CCNCC4)N. Drug 2: COCCOC1=C(C=C2C(=C1)C(=NC=N2)NC3=CC=CC(=C3)C#C)OCCOC.Cl. Cell line: SF-539. Synergy scores: CSS=3.32, Synergy_ZIP=-0.939, Synergy_Bliss=0.111, Synergy_Loewe=0.0742, Synergy_HSA=0.204. (4) Drug 1: C1=CC(=CC=C1CC(C(=O)O)N)N(CCCl)CCCl.Cl. Drug 2: CC12CCC3C(C1CCC2OP(=O)(O)O)CCC4=C3C=CC(=C4)OC(=O)N(CCCl)CCCl.[Na+]. Cell line: HCC-2998. Synergy scores: CSS=6.13, Synergy_ZIP=-0.767, Synergy_Bliss=-2.27, Synergy_Loewe=-10.9, Synergy_HSA=-5.55. (5) Drug 1: C1=CC(=C2C(=C1NCCNCCO)C(=O)C3=C(C=CC(=C3C2=O)O)O)NCCNCCO. Drug 2: CCN(CC)CCNC(=O)C1=C(NC(=C1C)C=C2C3=C(C=CC(=C3)F)NC2=O)C. Cell line: K-562. Synergy scores: CSS=63.4, Synergy_ZIP=7.97, Synergy_Bliss=9.91, Synergy_Loewe=-12.1, Synergy_HSA=8.74. (6) Drug 1: CC(C1=C(C=CC(=C1Cl)F)Cl)OC2=C(N=CC(=C2)C3=CN(N=C3)C4CCNCC4)N. Drug 2: C1=NNC2=C1C(=O)NC=N2. Cell line: SW-620. Synergy scores: CSS=9.94, Synergy_ZIP=-0.971, Synergy_Bliss=-0.984, Synergy_Loewe=-19.2, Synergy_HSA=-3.56.